Dataset: Drug-target binding data from BindingDB using IC50 measurements. Task: Regression. Given a target protein amino acid sequence and a drug SMILES string, predict the binding affinity score between them. We predict pIC50 (pIC50 = -log10(IC50 in M); higher means more potent). Dataset: bindingdb_ic50. The target protein (Q07912) has sequence MQPEEGTGWLLELLSEVQLQQYFLRLRDDLNVTRLSHFEYVKNEDLEKIGMGRPGQRRLWEAVKRRKALCKRKSWMSKVFSGKRLEAEFPPHHSQSTFRKTSPAPGGPAGEGPLQSLTCLIGEKDLRLLEKLGDGSFGVVRRGEWDAPSGKTVSVAVKCLKPDVLSQPEAMDDFIREVNAMHSLDHRNLIRLYGVVLTPPMKMVTELAPLGSLLDRLRKHQGHFLLGTLSRYAVQVAEGMGYLESKRFIHRDLAARNLLLATRDLVKIGDFGLMRALPQNDDHYVMQEHRKVPFAWCAPESLKTRTFSHASDTWMFGVTLWEMFTYGQEPWIGLNGSQILHKIDKEGERLPRPEDCPQDIYNVMVQCWAHKPEDRPTFVALRDFLLEAQPTDMRALQDFEEPDKLHIQMNDVITVIEGRAENYWWRGQNTRTLCVGPFPRNVVTSVAGLSAQDISQPLQNSFIHTGHGDSDPRHCWGFPDRIDELYLGNPMDPPDLLSVE.... The small molecule is COc1cc(-c2nc(C3CCC3)n3ccnc(N)c23)ccc1Oc1cccc(F)c1. The pIC50 is 5.9.